From a dataset of NCI-60 drug combinations with 297,098 pairs across 59 cell lines. Regression. Given two drug SMILES strings and cell line genomic features, predict the synergy score measuring deviation from expected non-interaction effect. Drug 1: CC12CCC(CC1=CCC3C2CCC4(C3CC=C4C5=CN=CC=C5)C)O. Drug 2: CC1=C2C(C(=O)C3(C(CC4C(C3C(C(C2(C)C)(CC1OC(=O)C(C(C5=CC=CC=C5)NC(=O)C6=CC=CC=C6)O)O)OC(=O)C7=CC=CC=C7)(CO4)OC(=O)C)O)C)OC(=O)C. Cell line: OVCAR3. Synergy scores: CSS=58.4, Synergy_ZIP=13.1, Synergy_Bliss=11.1, Synergy_Loewe=-29.7, Synergy_HSA=12.2.